Dataset: Reaction yield outcomes from USPTO patents with 853,638 reactions. Task: Predict the reaction yield, written as a fraction of the theoretical maximum amount of product (1.0 means a 100% yield; for example, 0.34 means a 34% yield). The reactants are [Cl:1][C:2]1[CH:3]=[C:4]([C@@H:9]2[C@@H:13]([NH:14][CH3:15])[CH2:12][N:11]([C:16]([CH:18]3[CH2:23][CH2:22][N:21]([C:24]([C:26]4([CH3:29])[CH2:28][CH2:27]4)=[O:25])[CH2:20][CH2:19]3)=[O:17])[CH2:10]2)[CH:5]=[CH:6][C:7]=1[Cl:8].C(N(CC)C(C)C)(C)C.Cl[C:40]([O:42][C:43]1[CH:48]=[CH:47][C:46]([F:49])=[CH:45][CH:44]=1)=[O:41]. The catalyst is ClCCl.CCOC(C)=O. The product is [F:49][C:46]1[CH:47]=[CH:48][C:43]([O:42][C:40](=[O:41])[N:14]([C@@H:13]2[C@@H:9]([C:4]3[CH:5]=[CH:6][C:7]([Cl:8])=[C:2]([Cl:1])[CH:3]=3)[CH2:10][N:11]([C:16]([CH:18]3[CH2:19][CH2:20][N:21]([C:24]([C:26]4([CH3:29])[CH2:28][CH2:27]4)=[O:25])[CH2:22][CH2:23]3)=[O:17])[CH2:12]2)[CH3:15])=[CH:44][CH:45]=1. The yield is 0.680.